The task is: Predict the reaction yield, written as a fraction of the theoretical maximum amount of product (1.0 means a 100% yield; for example, 0.34 means a 34% yield).. This data is from Reaction yield outcomes from USPTO patents with 853,638 reactions. (1) The reactants are [CH3:1][P:2](=[O:19])([CH3:18])[C:3]1[CH:8]=[CH:7][C:6]([N+:9]([O-])=O)=[C:5]([S:12]([CH:15]([CH3:17])[CH3:16])(=[O:14])=[O:13])[CH:4]=1. The catalyst is C(O)C.[Pd]. The product is [CH3:18][P:2]([C:3]1[CH:8]=[CH:7][C:6]([NH2:9])=[C:5]([S:12]([CH:15]([CH3:17])[CH3:16])(=[O:14])=[O:13])[CH:4]=1)([CH3:1])=[O:19]. The yield is 0.500. (2) The reactants are [ClH:1].O1CCOCC1.C(OC([N:15]1[CH2:20][CH2:19][C:18]([NH:32]C(OC(C)(C)C)=O)([C:21](=[O:31])[NH:22][CH2:23][C:24]2[CH:29]=[CH:28][C:27]([Cl:30])=[CH:26][CH:25]=2)[CH2:17][CH2:16]1)=O)(C)(C)C. The catalyst is CO. The product is [ClH:30].[ClH:1].[Cl:30][C:27]1[CH:26]=[CH:25][C:24]([CH2:23][NH:22][C:21]([C:18]2([NH2:32])[CH2:17][CH2:16][NH:15][CH2:20][CH2:19]2)=[O:31])=[CH:29][CH:28]=1. The yield is 1.00. (3) The reactants are N1C=CC=CC=1.[Cl:7][C:8]1[C:9]([CH:15]([S:24]([C:27]2[CH:32]=[CH:31][C:30]([Cl:33])=[CH:29][CH:28]=2)(=[O:26])=[O:25])[C:16]2[CH:21]=[C:20]([F:22])[CH:19]=[CH:18][C:17]=2[F:23])=[CH:10][C:11]([NH2:14])=[N:12][CH:13]=1.[CH3:34][S:35](Cl)(=[O:37])=[O:36].C(OCC)(=O)C. The catalyst is CCCCCC. The product is [Cl:7][C:8]1[C:9]([CH:15]([S:24]([C:27]2[CH:32]=[CH:31][C:30]([Cl:33])=[CH:29][CH:28]=2)(=[O:26])=[O:25])[C:16]2[CH:21]=[C:20]([F:22])[CH:19]=[CH:18][C:17]=2[F:23])=[CH:10][C:11]([NH:14][S:35]([CH3:34])(=[O:37])=[O:36])=[N:12][CH:13]=1. The yield is 0.460. (4) The reactants are [NH2:1][C:2]1[N:7]=[CH:6][C:5]([N:8]2[CH:13]3[CH2:14][CH2:15][CH:9]2[CH2:10][N:11]([C:16]([O:18][C:19]([CH3:22])([CH3:21])[CH3:20])=[O:17])[CH2:12]3)=[CH:4][CH:3]=1.Br[C:24]1[C:25](=[O:32])[N:26]([CH3:31])[CH:27]=[C:28]([Br:30])[CH:29]=1.CC1(C)C2C(=C(P(C3C=CC=CC=3)C3C=CC=CC=3)C=CC=2)OC2C(P(C3C=CC=CC=3)C3C=CC=CC=3)=CC=CC1=2.C([O-])([O-])=O.[Cs+].[Cs+]. The catalyst is C1C=CC(/C=C/C(/C=C/C2C=CC=CC=2)=O)=CC=1.C1C=CC(/C=C/C(/C=C/C2C=CC=CC=2)=O)=CC=1.C1C=CC(/C=C/C(/C=C/C2C=CC=CC=2)=O)=CC=1.[Pd].[Pd].O1CCOCC1. The product is [Br:30][C:28]1[CH:29]=[C:24]([NH:1][C:2]2[N:7]=[CH:6][C:5]([N:8]3[CH:9]4[CH2:15][CH2:14][CH:13]3[CH2:12][N:11]([C:16]([O:18][C:19]([CH3:22])([CH3:21])[CH3:20])=[O:17])[CH2:10]4)=[CH:4][CH:3]=2)[C:25](=[O:32])[N:26]([CH3:31])[CH:27]=1. The yield is 0.430. (5) The reactants are [Br:1][C:2]1[CH:3]=[CH:4][C:5](F)=[C:6]([CH:9]=1)[CH:7]=O.O.[NH2:12][NH2:13].O.C(OCC)(=O)C. The catalyst is C(O)CCC. The product is [Br:1][C:2]1[CH:9]=[C:6]2[C:5](=[CH:4][CH:3]=1)[NH:13][N:12]=[CH:7]2. The yield is 0.300. (6) The reactants are Cl.[CH2:2]1[C:7]2=[C:8]([C:15]([N:17]3[CH2:22][CH2:21][C:20]4([C:26]5[CH:27]=[CH:28][CH:29]=[CH:30][C:25]=5[CH2:24][O:23]4)[CH2:19][CH2:18]3)=[O:16])[C:9]3[CH:10]=[CH:11][CH:12]=[CH:13][C:14]=3[N:6]2[CH2:5][CH2:4][NH:3]1.[CH2:31](N(CC)CC)C.C=O.C([BH3-])#N.[Na+]. The catalyst is CO. The product is [CH3:31][N:3]1[CH2:4][CH2:5][N:6]2[C:14]3[CH:13]=[CH:12][CH:11]=[CH:10][C:9]=3[C:8]([C:15]([N:17]3[CH2:22][CH2:21][C:20]4([C:26]5[CH:27]=[CH:28][CH:29]=[CH:30][C:25]=5[CH2:24][O:23]4)[CH2:19][CH2:18]3)=[O:16])=[C:7]2[CH2:2]1. The yield is 0.760. (7) The reactants are [NH2:1][C:2]1[CH:7]=[CH:6][C:5]([CH2:8][C:9]([O:11][CH2:12][CH3:13])=[O:10])=[CH:4][CH:3]=1.[CH:14](=O)[CH2:15][CH2:16][CH3:17]. No catalyst specified. The product is [CH2:14]([NH:1][C:2]1[CH:3]=[CH:4][C:5]([CH2:8][C:9]([O:11][CH2:12][CH3:13])=[O:10])=[CH:6][CH:7]=1)[CH2:15][CH2:16][CH3:17]. The yield is 0.870.